This data is from Reaction yield outcomes from USPTO patents with 853,638 reactions. The task is: Predict the reaction yield, written as a fraction of the theoretical maximum amount of product (1.0 means a 100% yield; for example, 0.34 means a 34% yield). The reactants are [I:1][C:2]1[C:3]([NH:15][S:16]([CH3:19])(=[O:18])=[O:17])=[CH:4][C:5]([S:13][CH3:14])=[C:6]([CH:12]=1)[C:7](OCC)=[O:8].[H-].C([Al+]CC(C)C)C(C)C. The catalyst is C1(C)C=CC=CC=1. The product is [OH:8][CH2:7][C:6]1[C:5]([S:13][CH3:14])=[CH:4][C:3]([NH:15][S:16]([CH3:19])(=[O:17])=[O:18])=[C:2]([I:1])[CH:12]=1. The yield is 0.800.